Predict which catalyst facilitates the given reaction. From a dataset of Catalyst prediction with 721,799 reactions and 888 catalyst types from USPTO. (1) Reactant: Cl[C:2]1[N:3]=[C:4]2[CH:24]=[C:23]([Cl:25])[CH:22]=[N:21][C:5]2=[N:6][C:7]=1[N:8]1[CH2:11][CH:10]([N:12]([CH3:20])[C:13](=[O:19])[O:14][C:15]([CH3:18])([CH3:17])[CH3:16])[CH2:9]1.[CH2:26]([O:28][CH:29]([O:32][CH2:33][CH3:34])[CH2:30][NH2:31])[CH3:27]. Product: [Cl:25][C:23]1[CH:22]=[N:21][C:5]2=[N:6][C:7]([N:8]3[CH2:11][CH:10]([N:12]([CH3:20])[C:13](=[O:19])[O:14][C:15]([CH3:18])([CH3:17])[CH3:16])[CH2:9]3)=[C:2]([NH:31][CH2:30][CH:29]([O:32][CH2:33][CH3:34])[O:28][CH2:26][CH3:27])[N:3]=[C:4]2[CH:24]=1. The catalyst class is: 25. (2) Reactant: C(OC(=O)[NH:7][C@H:8]1[CH2:13][CH2:12][C@H:11]([CH2:14][CH2:15][N:16]2[CH2:21][CH2:20][N:19]([C:22]3[C:27]([Cl:28])=[CH:26][C:25]([C:29]([F:32])([F:31])[F:30])=[CH:24][N:23]=3)[CH2:18][CH2:17]2)[CH2:10][CH2:9]1)(C)(C)C.[ClH:34].O1CCOCC1.O(C(C)C)C(C)C. Product: [ClH:28].[ClH:34].[ClH:28].[Cl:28][C:27]1[C:22]([N:19]2[CH2:20][CH2:21][N:16]([CH2:15][CH2:14][C@H:11]3[CH2:12][CH2:13][C@H:8]([NH2:7])[CH2:9][CH2:10]3)[CH2:17][CH2:18]2)=[N:23][CH:24]=[C:25]([C:29]([F:31])([F:32])[F:30])[CH:26]=1. The catalyst class is: 2. (3) Reactant: [NH:1]1[CH2:4][CH:3]([NH:5][C:6](=[O:12])[O:7][C:8]([CH3:11])([CH3:10])[CH3:9])[CH2:2]1.C(=O)([O-])[O-].[K+].[K+].[NH2:19][C:20]1[C:25]([S:26](Cl)(=[O:28])=[O:27])=[CH:24][C:23]([Br:30])=[CH:22][N:21]=1. Product: [NH2:19][C:20]1[C:25]([S:26]([N:1]2[CH2:4][CH:3]([NH:5][C:6](=[O:12])[O:7][C:8]([CH3:9])([CH3:11])[CH3:10])[CH2:2]2)(=[O:28])=[O:27])=[CH:24][C:23]([Br:30])=[CH:22][N:21]=1. The catalyst class is: 38. (4) Reactant: [Cl:1][C:2]1[C:3]([F:19])=[CH:4][C:5]([N:14]2[CH:18]=[N:17][N:16]=[N:15]2)=[C:6](/[CH:8]=[CH:9]/[C:10]([O:12]C)=[O:11])[CH:7]=1.[OH-].[Na+]. Product: [Cl:1][C:2]1[C:3]([F:19])=[CH:4][C:5]([N:14]2[CH:18]=[N:17][N:16]=[N:15]2)=[C:6](/[CH:8]=[CH:9]/[C:10]([OH:12])=[O:11])[CH:7]=1. The catalyst class is: 92. (5) Reactant: [Cl:1][C:2]1[CH:3]=[C:4]([C:10]2[C:11]([CH3:25])=[N:12][N:13]([CH2:16][C:17]3[O:21][C:20]([C:22]([OH:24])=O)=[CH:19][CH:18]=3)[C:14]=2[CH3:15])[CH:5]=[CH:6][C:7]=1[C:8]#[N:9].C[CH2:27][N:28]=C=NCCCN(C)C.C1C=CC2N(O)N=NC=2C=1.CN.C1COCC1.Cl. Product: [Cl:1][C:2]1[CH:3]=[C:4]([C:10]2[C:11]([CH3:25])=[N:12][N:13]([CH2:16][C:17]3[O:21][C:20]([C:22]([NH:28][CH3:27])=[O:24])=[CH:19][CH:18]=3)[C:14]=2[CH3:15])[CH:5]=[CH:6][C:7]=1[C:8]#[N:9]. The catalyst class is: 3. (6) Reactant: [C:1]([O:10]C)(=O)[C:2]1[C:3](=[CH:5][CH:6]=[CH:7][CH:8]=1)[SH:4].[C:12]([C:14]1[CH:23]=[CH:22][C:21]2[CH2:20][CH2:19][CH2:18][CH2:17][C:16]=2[N:15]=1)#[N:13].C(N(CC)CC)C. Product: [N:15]1[C:16]2[CH2:17][CH2:18][CH2:19][CH2:20][C:21]=2[CH:22]=[CH:23][C:14]=1[C:12]1[S:4][C:3]2[CH:5]=[CH:6][CH:7]=[CH:8][C:2]=2[C:1](=[O:10])[N:13]=1. The catalyst class is: 11.